This data is from Forward reaction prediction with 1.9M reactions from USPTO patents (1976-2016). The task is: Predict the product of the given reaction. (1) The product is: [CH3:26][C:21]1[C:20]([C:7]2[C:8]3[O:13][CH2:12][CH:11]([C:14]4[CH:19]=[CH:18][CH:17]=[CH:16][CH:15]=4)[N:10]4[CH:2]=[N:3][C:4]([C:9]=34)=[CH:5][CH:6]=2)=[C:24]([CH3:25])[O:23][N:22]=1. Given the reactants Cl[C:2]1[N:10]2[CH:11]([C:14]3[CH:19]=[CH:18][CH:17]=[CH:16][CH:15]=3)[CH2:12][O:13][C:8]3=[C:9]2[C:4](=[CH:5][CH:6]=[C:7]3[C:20]2[C:21]([CH3:26])=[N:22][O:23][C:24]=2[CH3:25])[N:3]=1.Br[Zn]CCC, predict the reaction product. (2) Given the reactants [CH3:1][C:2]1[NH:6][C:5]2[C:7]([C:17]([O:19][CH3:20])=[O:18])=[CH:8][C:9]([N:11]3[CH2:16][CH2:15][O:14][CH2:13][CH2:12]3)=[CH:10][C:4]=2[N:3]=1.[C:21]([O-])([O-])=O.[K+].[K+].BrC[C:29]1[CH:38]=[CH:37][CH:36]=[C:35]2[C:30]=1[CH:31]=[CH:32][CH:33]=[N:34]2.O, predict the reaction product. The product is: [CH3:1][C:2]1[N:3]([CH2:21][C:36]2[CH:37]=[CH:38][CH:29]=[C:30]3[C:35]=2[N:34]=[CH:33][CH:32]=[CH:31]3)[C:4]2[CH:10]=[C:9]([N:11]3[CH2:12][CH2:13][O:14][CH2:15][CH2:16]3)[CH:8]=[C:7]([C:17]([O:19][CH3:20])=[O:18])[C:5]=2[N:6]=1. (3) Given the reactants Br[C:2]1[CH:3]=[CH:4][C:5](=[O:16])[N:6]([CH2:8][O:9][CH2:10][CH2:11][Si:12]([CH3:15])([CH3:14])[CH3:13])[CH:7]=1.[F:17][C:18]1[CH:23]=[CH:22][C:21](B2OC(C)(C)C(C)(C)O2)=[CH:20][N:19]=1.C([O-])([O-])=O.[Na+].[Na+].S([O-])([O-])(=O)=O.[Na+].[Na+], predict the reaction product. The product is: [F:17][C:18]1[N:19]=[CH:20][C:21]([C:2]2[CH:3]=[CH:4][C:5](=[O:16])[N:6]([CH2:8][O:9][CH2:10][CH2:11][Si:12]([CH3:15])([CH3:14])[CH3:13])[CH:7]=2)=[CH:22][CH:23]=1. (4) Given the reactants Br[C:2]1[CH:3]=[CH:4][C:5]2[O:11][CH2:10][CH2:9][N:8]([C:12]([O:14][C:15]([CH3:18])([CH3:17])[CH3:16])=[O:13])[CH2:7][C:6]=2[CH:19]=1.[CH3:20][C:21]1[CH:26]=[CH:25][CH:24]=[CH:23][C:22]=1B(O)O.O, predict the reaction product. The product is: [CH3:20][C:21]1[CH:26]=[CH:25][CH:24]=[CH:23][C:22]=1[C:2]1[CH:3]=[CH:4][C:5]2[O:11][CH2:10][CH2:9][N:8]([C:12]([O:14][C:15]([CH3:18])([CH3:17])[CH3:16])=[O:13])[CH2:7][C:6]=2[CH:19]=1.